Dataset: Reaction yield outcomes from USPTO patents with 853,638 reactions. Task: Predict the reaction yield, written as a fraction of the theoretical maximum amount of product (1.0 means a 100% yield; for example, 0.34 means a 34% yield). (1) The reactants are [C:1]([C:3]1[C:4]2[S:25][C:24]([C:26]3[CH:31]=[CH:30][CH:29]=[CH:28][CH:27]=3)=[N:23][C:5]=2[C:6]([NH:9][C@H:10]2[CH2:15][CH2:14][CH2:13][N:12](C(OC(C)(C)C)=O)[CH2:11]2)=[N:7][CH:8]=1)#[N:2].Cl.[OH-:33].[Na+]. No catalyst specified. The product is [C:26]1([C:24]2[S:25][C:4]3[C:3]([C:1]([NH2:2])=[O:33])=[CH:8][N:7]=[C:6]([NH:9][C@H:10]4[CH2:15][CH2:14][CH2:13][NH:12][CH2:11]4)[C:5]=3[N:23]=2)[CH:31]=[CH:30][CH:29]=[CH:28][CH:27]=1. The yield is 0.480. (2) The reactants are [CH3:1][O:2][C:3]1[C:11]2[O:10][CH:9]=[C:8]([CH2:12][CH2:13][NH:14][C:15](=[O:19])[O:16][CH2:17][CH3:18])[C:7]=2[CH:6]=[CH:5][CH:4]=1.C=O.[C:22]1(C)C=CC(S(O)(=O)=O)=CC=1. The catalyst is O. The product is [CH3:1][O:2][C:3]1[C:11]2[O:10][C:9]3[CH2:22][N:14]([C:15]([O:16][CH2:17][CH3:18])=[O:19])[CH2:13][CH2:12][C:8]=3[C:7]=2[CH:6]=[CH:5][CH:4]=1. The yield is 0.960. (3) The reactants are Cl.[NH2:2][C@@H:3]([C@H:8]([CH3:14])[C@H:9]([CH3:13])[CH2:10][CH2:11][CH3:12])[CH2:4][C:5]([OH:7])=[O:6].CCN(CC)CC. The catalyst is CO. The product is [NH2:2][C@@H:3]([C@H:8]([CH3:14])[C@H:9]([CH3:13])[CH2:10][CH2:11][CH3:12])[CH2:4][C:5]([OH:7])=[O:6]. The yield is 0.920. (4) The reactants are CS(O[CH2:6][CH2:7][N:8]1[CH:12]=[C:11]([C:13]2[CH:18]=[C:17]([C:19]([O:21]C)=[O:20])[CH:16]=[CH:15][N:14]=2)[N:10]=[CH:9]1)(=O)=O.[F:23][C:24]1[CH:25]=[C:26]([CH:30]=[CH:31][CH:32]=1)[CH2:27][NH:28][CH3:29]. No catalyst specified. The product is [F:23][C:24]1[CH:25]=[C:26]([CH2:27][N:28]([CH3:29])[CH2:6][CH2:7][N:8]2[CH:12]=[C:11]([C:13]3[CH:18]=[C:17]([C:19]([OH:21])=[O:20])[CH:16]=[CH:15][N:14]=3)[N:10]=[CH:9]2)[CH:30]=[CH:31][CH:32]=1. The yield is 0.0900. (5) The reactants are Cl.[N:2]1[CH:7]=[CH:6][CH:5]=[C:4]([NH:8][C:9]([C:11]2[CH:12]=[CH:13][C:14]3[NH:15][C:16]4[CH:17]([NH2:24])[CH2:18][CH2:19][CH2:20][C:21]=4[C:22]=3[CH:23]=2)=[O:10])[CH:3]=1.N1C=CC=CC=1.[C:31](Cl)(=[O:33])[CH3:32]. The catalyst is CN(C=O)C. The product is [N:2]1[CH:7]=[CH:6][CH:5]=[C:4]([NH:8][C:9]([C:11]2[CH:12]=[CH:13][C:14]3[NH:15][C:16]4[CH:17]([NH:24][C:31](=[O:33])[CH3:32])[CH2:18][CH2:19][CH2:20][C:21]=4[C:22]=3[CH:23]=2)=[O:10])[CH:3]=1. The yield is 0.410. (6) The reactants are [Br:1][C:2]1[CH:7]=[CH:6][C:5]([O:8][CH3:9])=[CH:4][C:3]=1[N+:10]([O-])=O. The catalyst is C(O)C.[Ni]. The product is [Br:1][C:2]1[CH:7]=[CH:6][C:5]([O:8][CH3:9])=[CH:4][C:3]=1[NH2:10]. The yield is 0.860.